This data is from Reaction yield outcomes from USPTO patents with 853,638 reactions. The task is: Predict the reaction yield, written as a fraction of the theoretical maximum amount of product (1.0 means a 100% yield; for example, 0.34 means a 34% yield). (1) The reactants are [CH:1]1([C:4]([C:6]2[CH:15]=[CH:14][C:9]([C:10]([O:12][CH3:13])=[O:11])=[CH:8][CH:7]=2)=[O:5])[CH2:3][CH2:2]1.[CH3:16][Si](C)(C)N[Si](C)(C)C.[Li].IC.[Cl-].[NH4+]. The catalyst is O1CCCC1. The product is [CH3:16][C:1]1([C:4]([C:6]2[CH:7]=[CH:8][C:9]([C:10]([O:12][CH3:13])=[O:11])=[CH:14][CH:15]=2)=[O:5])[CH2:3][CH2:2]1. The yield is 0.0800. (2) The reactants are [CH2:1]([C:5]1[C:9](/[CH:10]=[CH:11]/[C:12]2[S:13][C:14]([C:18](O)=[O:19])=[C:15]([CH3:17])[N:16]=2)=[C:8]([CH3:21])[O:7][N:6]=1)[CH2:2][CH2:3][CH3:4].C(N1C=CN=C1)([N:24]1C=CN=C1)=O.[OH-].[NH4+]. The catalyst is CN(C=O)C. The product is [CH2:1]([C:5]1[C:9](/[CH:10]=[CH:11]/[C:12]2[S:13][C:14]([C:18]([NH2:24])=[O:19])=[C:15]([CH3:17])[N:16]=2)=[C:8]([CH3:21])[O:7][N:6]=1)[CH2:2][CH2:3][CH3:4]. The yield is 0.840. (3) The reactants are Cl[C:2]1[C:3]2[N:4]([CH:23]=[CH:24][N:25]=2)[C:5]([C:16]2[CH:21]=[CH:20][C:19]([CH3:22])=[CH:18][CH:17]=2)=[C:6]([C:8]2[CH:15]=[CH:14][C:11]([C:12]#[N:13])=[CH:10][CH:9]=2)[N:7]=1.[CH3:26][NH2:27]. No catalyst specified. The product is [CH3:26][NH:27][C:2]1[C:3]2[N:4]([CH:23]=[CH:24][N:25]=2)[C:5]([C:16]2[CH:21]=[CH:20][C:19]([CH3:22])=[CH:18][CH:17]=2)=[C:6]([C:8]2[CH:9]=[CH:10][C:11]([C:12]#[N:13])=[CH:14][CH:15]=2)[N:7]=1. The yield is 0.760. (4) The reactants are [C:1]([O:5][C:6]([NH:8][C:9]1[CH:16]=[CH:15][C:12]([O:13]C)=[CH:11][CH:10]=1)=[O:7])([CH3:4])([CH3:3])[CH3:2].[C:17]([Li])(C)(C)C.[CH2:22]1[O:24][CH2:23]1.[Cl-].[NH4+]. The catalyst is CCOCC. The product is [OH:13][CH2:12][CH2:15][C:16]1[C:23]([O:24][CH3:22])=[CH:17][CH:11]=[CH:10][C:9]=1[NH:8][C:6]([O:5][C:1]([CH3:2])([CH3:3])[CH3:4])=[O:7]. The yield is 0.370. (5) The reactants are C1(P(C2C=CC=CC=2)C2C=CC=CC=2)C=CC=CC=1.[Br:20]Br.[Cl:22][C:23]1[C:30]([CH2:31][CH2:32]O)=[C:29]([F:34])[CH:28]=[CH:27][C:24]=1[C:25]#[N:26]. The catalyst is C(Cl)Cl.CCCCCC. The product is [Br:20][CH2:32][CH2:31][C:30]1[C:23]([Cl:22])=[C:24]([CH:27]=[CH:28][C:29]=1[F:34])[C:25]#[N:26]. The yield is 0.960. (6) The reactants are [F:1][C:2]([F:7])([F:6])[C:3]([OH:5])=[O:4].[Cl:8][C:9]1[CH:10]=[C:11]([C:19]2[S:23][C:22]([N:24]3[C:41]([CH3:42])=[C:27]4[CH2:28][N:29]([CH2:32][CH2:33][C:34]([O:36]C(C)(C)C)=[O:35])[CH2:30][CH2:31][C:26]4=[N:25]3)=[N:21][N:20]=2)[CH:12]=[CH:13][C:14]=1[O:15][CH:16]([CH3:18])[CH3:17]. The catalyst is C(Cl)Cl. The product is [F:1][C:2]([F:7])([F:6])[C:3]([OH:5])=[O:4].[Cl:8][C:9]1[CH:10]=[C:11]([C:19]2[S:23][C:22]([N:24]3[C:41]([CH3:42])=[C:27]4[CH2:28][N:29]([CH2:32][CH2:33][C:34]([OH:36])=[O:35])[CH2:30][CH2:31][C:26]4=[N:25]3)=[N:21][N:20]=2)[CH:12]=[CH:13][C:14]=1[O:15][CH:16]([CH3:17])[CH3:18]. The yield is 0.680. (7) The reactants are [NH2:1][C:2]1[C:3]([N:23]2[CH2:28][CH2:27][N:26]([C:29]3[CH:34]=[CH:33][CH:32]=[CH:31][C:30]=3[CH3:35])[CH2:25][CH2:24]2)=[CH:4][C:5]([O:20][CH2:21][CH3:22])=[C:6]([CH:19]=1)[C:7]([NH:9][CH2:10][CH2:11][CH2:12][N:13]1[CH2:17][CH2:16][CH2:15][C:14]1=[O:18])=[O:8].[CH:36]1([C:39]2[O:40][CH:41]=[C:42]([C:44](O)=[O:45])[N:43]=2)[CH2:38][CH2:37]1.C(N(CC)C(C)C)(C)C.CN(C(ON1N=NC2C=CC=NC1=2)=[N+](C)C)C.F[P-](F)(F)(F)(F)F. The catalyst is CN(C)C=O.O. The product is [CH2:21]([O:20][C:5]1[C:6]([C:7](=[O:8])[NH:9][CH2:10][CH2:11][CH2:12][N:13]2[CH2:17][CH2:16][CH2:15][C:14]2=[O:18])=[CH:19][C:2]([NH:1][C:44]([C:42]2[N:43]=[C:39]([CH:36]3[CH2:38][CH2:37]3)[O:40][CH:41]=2)=[O:45])=[C:3]([N:23]2[CH2:24][CH2:25][N:26]([C:29]3[CH:34]=[CH:33][CH:32]=[CH:31][C:30]=3[CH3:35])[CH2:27][CH2:28]2)[CH:4]=1)[CH3:22]. The yield is 0.733.